This data is from Forward reaction prediction with 1.9M reactions from USPTO patents (1976-2016). The task is: Predict the product of the given reaction. (1) Given the reactants [C:1]([NH:4][C:5]1[C:6]([N+:21]([O-])=O)=[C:7]([C:12](/[CH:15]=[CH:16]/[C:17]([O:19][CH3:20])=[O:18])=[CH:13][CH:14]=1)[C:8]([O:10][CH3:11])=[O:9])(=[O:3])[CH3:2], predict the reaction product. The product is: [C:1]([NH:4][C:5]1[C:6]([NH2:21])=[C:7]([C:12]([CH2:15][CH2:16][C:17]([O:19][CH3:20])=[O:18])=[CH:13][CH:14]=1)[C:8]([O:10][CH3:11])=[O:9])(=[O:3])[CH3:2]. (2) Given the reactants [F:1][C:2]1[CH:33]=[CH:32][C:5]([CH2:6][C:7]2[CH:16]=[C:15]3[C:10]([C:11]([OH:31])=[C:12]([C:26](OCC)=[O:27])[C:13](=[O:25])[N:14]3[CH2:17][CH2:18][N:19]3[CH2:23][CH2:22][CH2:21][C:20]3=[O:24])=[N:9][CH:8]=2)=[CH:4][CH:3]=1.[NH2:34][CH:35]([CH:38]([CH3:40])[CH3:39])[CH2:36][OH:37], predict the reaction product. The product is: [F:1][C:2]1[CH:3]=[CH:4][C:5]([CH2:6][C:7]2[CH:16]=[C:15]3[C:10]([C:11]([OH:31])=[C:12]([C:26]([NH:34][CH:35]([CH2:36][OH:37])[CH:38]([CH3:40])[CH3:39])=[O:27])[C:13](=[O:25])[N:14]3[CH2:17][CH2:18][N:19]3[CH2:23][CH2:22][CH2:21][C:20]3=[O:24])=[N:9][CH:8]=2)=[CH:32][CH:33]=1. (3) Given the reactants Cl[C:2]1[C:11]2[C:6](=[CH:7][CH:8]=[CH:9][CH:10]=2)[C:5]([CH2:12][C:13]2[CH:18]=[CH:17][N:16]=[CH:15][CH:14]=2)=[N:4][N:3]=1.[NH2:19][C:20]1[CH:21]=[C:22]([Cl:30])[CH:23]=[C:24]([C:26]([F:29])([F:28])[F:27])[CH:25]=1, predict the reaction product. The product is: [Cl:30][C:22]1[CH:23]=[C:24]([C:26]([F:27])([F:28])[F:29])[CH:25]=[C:20]([CH:21]=1)[NH:19][C:2]1[C:11]2[C:6](=[CH:7][CH:8]=[CH:9][CH:10]=2)[C:5]([CH2:12][C:13]2[CH:18]=[CH:17][N:16]=[CH:15][CH:14]=2)=[N:4][N:3]=1. (4) Given the reactants [OH:1][C:2]1[C:3]2[CH:4]=[C:5](/[CH:16]=[CH:17]/[C:18]([OH:20])=O)[CH:6]=[N:7][C:8]=2[NH:9][C:10](=[O:15])[C:11]=1[CH:12]([CH3:14])[CH3:13].[CH2:21]1[C:31]2=[C:32]3[C:27](=[CH:28][CH:29]=[CH:30]2)[C:26]([CH2:33][NH:34][CH3:35])=[CH:25][CH:24]=[C:23]3[CH2:22]1.CCN=C=NCCCN(C)C.C1C=CC2N(O)N=NC=2C=1.CCN(C(C)C)C(C)C.Cl, predict the reaction product. The product is: [CH2:21]1[C:31]2=[C:32]3[C:27](=[CH:28][CH:29]=[CH:30]2)[C:26]([CH2:33][N:34]([CH3:35])[C:18](=[O:20])/[CH:17]=[CH:16]/[C:5]2[CH:6]=[N:7][C:8]4[NH:9][C:10](=[O:15])[C:11]([CH:12]([CH3:13])[CH3:14])=[C:2]([OH:1])[C:3]=4[CH:4]=2)=[CH:25][CH:24]=[C:23]3[CH2:22]1. (5) The product is: [CH:10]([C@H:6]1[CH2:5][C@@H:4]([NH2:1])[CH2:9][CH2:8][O:7]1)([C:17]1[CH:22]=[CH:21][CH:20]=[CH:19][CH:18]=1)[C:11]1[CH:12]=[CH:13][CH:14]=[CH:15][CH:16]=1. Given the reactants [N:1]([C@H:4]1[CH2:9][CH2:8][O:7][C@@H:6]([CH:10]([C:17]2[CH:22]=[CH:21][CH:20]=[CH:19][CH:18]=2)[C:11]2[CH:16]=[CH:15][CH:14]=[CH:13][CH:12]=2)[CH2:5]1)=[N+]=[N-], predict the reaction product.